From a dataset of Full USPTO retrosynthesis dataset with 1.9M reactions from patents (1976-2016). Predict the reactants needed to synthesize the given product. (1) Given the product [CH3:1][S:2]([CH2:3][CH2:4][CH:5]([N:9]1[CH:13]=[C:12]([C:14]2[C:15]3[CH:22]=[CH:21][NH:20][C:16]=3[N:17]=[CH:18][N:19]=2)[CH:11]=[N:10]1)[CH2:6][C:7]#[N:8])=[O:23], predict the reactants needed to synthesize it. The reactants are: [CH3:1][S:2][CH2:3][CH2:4][CH:5]([N:9]1[CH:13]=[C:12]([C:14]2[C:15]3[CH:22]=[CH:21][NH:20][C:16]=3[N:17]=[CH:18][N:19]=2)[CH:11]=[N:10]1)[CH2:6][C:7]#[N:8].[OH:23]O.C(#N)C. (2) Given the product [F:1][C:2]1[C:3]([CH3:35])=[C:4]([NH:8][C:9]2[N:14]3[N:15]=[CH:16][C:17]([C:18]([NH:41][S:38]([CH2:36][CH3:37])(=[O:40])=[O:39])=[O:19])=[C:13]3[N:12]=[CH:11][C:10]=2[C:21]([N:23]2[CH2:28][CH2:27][CH:26]([C:29]3[CH:30]=[CH:31][CH:32]=[CH:33][CH:34]=3)[CH2:25][CH2:24]2)=[O:22])[CH:5]=[CH:6][CH:7]=1, predict the reactants needed to synthesize it. The reactants are: [F:1][C:2]1[C:3]([CH3:35])=[C:4]([NH:8][C:9]2[N:14]3[N:15]=[CH:16][C:17]([C:18](O)=[O:19])=[C:13]3[N:12]=[CH:11][C:10]=2[C:21]([N:23]2[CH2:28][CH2:27][CH:26]([C:29]3[CH:34]=[CH:33][CH:32]=[CH:31][CH:30]=3)[CH2:25][CH2:24]2)=[O:22])[CH:5]=[CH:6][CH:7]=1.[CH2:36]([S:38]([NH2:41])(=[O:40])=[O:39])[CH3:37]. (3) The reactants are: C([O:8][C:9]1[C:10]([CH3:34])=[C:11]([CH3:33])[C:12]([NH:16][CH2:17][CH2:18][CH2:19][CH2:20][CH2:21][CH2:22][CH2:23][CH2:24][CH2:25][CH2:26][CH2:27][CH2:28][CH2:29][CH2:30][CH2:31][CH3:32])=[N:13][C:14]=1[CH3:15])C1C=CC=CC=1. Given the product [CH2:17]([NH:16][C:12]1[N:13]=[C:14]([CH3:15])[C:9]([OH:8])=[C:10]([CH3:34])[C:11]=1[CH3:33])[CH2:18][CH2:19][CH2:20][CH2:21][CH2:22][CH2:23][CH2:24][CH2:25][CH2:26][CH2:27][CH2:28][CH2:29][CH2:30][CH2:31][CH3:32], predict the reactants needed to synthesize it.